This data is from Reaction yield outcomes from USPTO patents with 853,638 reactions. The task is: Predict the reaction yield, written as a fraction of the theoretical maximum amount of product (1.0 means a 100% yield; for example, 0.34 means a 34% yield). The reactants are [CH:1]([N:4]1[CH2:9][CH2:8][CH:7]([CH2:10][OH:11])[CH2:6][CH2:5]1)([CH3:3])[CH3:2].CN1CCOCC1. The catalyst is C(Cl)Cl.[Ru]([O-])(=O)(=O)=O.C([N+](CCC)(CCC)CCC)CC. The product is [CH:1]([N:4]1[CH2:9][CH2:8][CH:7]([CH:10]=[O:11])[CH2:6][CH2:5]1)([CH3:3])[CH3:2]. The yield is 0.500.